From a dataset of NCI-60 drug combinations with 297,098 pairs across 59 cell lines. Regression. Given two drug SMILES strings and cell line genomic features, predict the synergy score measuring deviation from expected non-interaction effect. (1) Drug 1: C1CC(=O)NC(=O)C1N2CC3=C(C2=O)C=CC=C3N. Drug 2: C1CC(=O)NC(=O)C1N2C(=O)C3=CC=CC=C3C2=O. Cell line: MDA-MB-231. Synergy scores: CSS=3.73, Synergy_ZIP=-1.47, Synergy_Bliss=-1.15, Synergy_Loewe=-0.828, Synergy_HSA=-0.695. (2) Drug 1: CC1=C(C=C(C=C1)NC(=O)C2=CC=C(C=C2)CN3CCN(CC3)C)NC4=NC=CC(=N4)C5=CN=CC=C5. Drug 2: COCCOC1=C(C=C2C(=C1)C(=NC=N2)NC3=CC=CC(=C3)C#C)OCCOC.Cl. Cell line: HOP-62. Synergy scores: CSS=2.76, Synergy_ZIP=-4.08, Synergy_Bliss=-8.84, Synergy_Loewe=-15.5, Synergy_HSA=-10.4.